This data is from Full USPTO retrosynthesis dataset with 1.9M reactions from patents (1976-2016). The task is: Predict the reactants needed to synthesize the given product. (1) Given the product [CH3:21][O:22][C:2]1[CH:3]=[N:4][CH:5]=[CH:6][C:7]=1[C:8]1[O:9][C:10]2[CH:16]=[CH:15][C:14]([C:17]([F:20])([F:19])[F:18])=[CH:13][C:11]=2[CH:12]=1, predict the reactants needed to synthesize it. The reactants are: F[C:2]1[CH:3]=[N:4][CH:5]=[CH:6][C:7]=1[C:8]1[O:9][C:10]2[CH:16]=[CH:15][C:14]([C:17]([F:20])([F:19])[F:18])=[CH:13][C:11]=2[CH:12]=1.[C:21](=O)([O-])[O-:22].[K+].[K+].CO. (2) Given the product [CH2:1]([N:3]1[CH:7]=[C:6]([C:8]2[CH:13]=[CH:12][N:11]=[C:10]3[NH:14][C:15]([C:17]4[CH:18]=[CH:19][C:20]([CH2:23][N:24]5[CH2:28][CH2:27][CH2:26][CH2:25]5)=[CH:21][CH:22]=4)=[CH:16][C:9]=23)[C:5]([C:38]2[CH:39]=[CH:40][C:41]([NH2:44])=[CH:42][CH:43]=2)=[N:4]1)[CH3:2], predict the reactants needed to synthesize it. The reactants are: [CH2:1]([N:3]1[CH:7]=[C:6]([C:8]2[CH:13]=[CH:12][N:11]=[C:10]3[N:14](S(C4C=CC=CC=4)(=O)=O)[C:15]([C:17]4[CH:22]=[CH:21][C:20]([CH2:23][N:24]5[CH2:28][CH2:27][CH2:26][CH2:25]5)=[CH:19][CH:18]=4)=[CH:16][C:9]=23)[C:5]([C:38]2[CH:43]=[CH:42][C:41]([N+:44]([O-])=O)=[CH:40][CH:39]=2)=[N:4]1)[CH3:2].[OH-].[Na+]. (3) Given the product [CH3:6][C:4]([O:7][C:8]([O:10][C:11]1[CH:16]=[C:15]([N:17]2[CH2:18][CH2:19][O:20][CH2:21][CH2:22]2)[N:14]=[C:13]([CH:23]([CH3:30])[C:24]([O:26][CH2:27][CH3:28])=[O:25])[N:12]=1)=[O:9])([CH3:3])[CH3:5], predict the reactants needed to synthesize it. The reactants are: [H-].[Na+].[CH3:3][C:4]([O:7][C:8]([O:10][C:11]1[CH:16]=[C:15]([N:17]2[CH2:22][CH2:21][O:20][CH2:19][CH2:18]2)[N:14]=[C:13]([CH2:23][C:24]([O:26][CH2:27][CH3:28])=[O:25])[N:12]=1)=[O:9])([CH3:6])[CH3:5].[I-].[CH4:30].O. (4) Given the product [C:18]([O:17][C:16]([N:15]([C:3]1[N:4]=[C:5]2[CH:10]=[CH:9][C:8]([C:11]([F:12])([F:14])[F:13])=[CH:7][N:6]2[C:2]=1[Cl:1])[S:31]([C:25]1[CH:30]=[CH:29][CH:28]=[CH:27][CH:26]=1)(=[O:33])=[O:32])=[O:22])([CH3:19])([CH3:21])[CH3:20], predict the reactants needed to synthesize it. The reactants are: [Cl:1][C:2]1[N:6]2[CH:7]=[C:8]([C:11]([F:14])([F:13])[F:12])[CH:9]=[CH:10][C:5]2=[N:4][C:3]=1[NH:15][C:16](=[O:22])[O:17][C:18]([CH3:21])([CH3:20])[CH3:19].[H-].[Na+].[C:25]1([S:31](Cl)(=[O:33])=[O:32])[CH:30]=[CH:29][CH:28]=[CH:27][CH:26]=1. (5) Given the product [O:30]=[C:25]1[C:24]2[NH:31][CH:32]=[CH:33][C:23]=2[C:22]2[CH:21]=[C:20]([S:19]([CH2:12][C:13]3[CH:14]=[CH:15][CH:16]=[CH:17][CH:18]=3)=[O:9])[CH:29]=[CH:28][C:27]=2[NH:26]1.[CH2:34]([C:36]([O-:38])=[O:37])[CH3:35], predict the reactants needed to synthesize it. The reactants are: ClC1C=CC=C(C(OO)=[O:9])C=1.[CH2:12]([S:19][C:20]1[CH:29]=[CH:28][C:27]2[NH:26][C:25](=[O:30])[C:24]3[NH:31][CH:32]=[CH:33][C:23]=3[C:22]=2[CH:21]=1)[C:13]1[CH:18]=[CH:17][CH:16]=[CH:15][CH:14]=1.[CH2:34]([C:36]([O-:38])=[O:37])[CH3:35].C(=O)([O-])[O-].[K+].[K+]. (6) Given the product [CH3:8][S:7][C:4]1[C:3]2[C:2](=[N:1][CH:12]=[N:11][C:9]=2[OH:10])[NH:6][N:5]=1, predict the reactants needed to synthesize it. The reactants are: [NH2:1][C:2]1[NH:6][N:5]=[C:4]([S:7][CH3:8])[C:3]=1[C:9]([NH2:11])=[O:10].[CH:12](N)=O. (7) Given the product [C:6]([C:8]1[CH:9]=[C:10]([CH:28]=[CH:29][C:30]=1[OH:31])[C:11]([NH:13][NH:14][C:15]([C:17]1[O:18][CH:19]=[CH:20][C:21]=1[C:22]1[CH:27]=[CH:26][CH:25]=[CH:24][CH:23]=1)=[O:16])=[O:12])([OH:7])=[O:5], predict the reactants needed to synthesize it. The reactants are: C([O:5][C:6]([C:8]1[CH:9]=[C:10]([CH:28]=[CH:29][C:30]=1[OH:31])[C:11]([NH:13][NH:14][C:15]([C:17]1[O:18][CH:19]=[CH:20][C:21]=1[C:22]1[CH:27]=[CH:26][CH:25]=[CH:24][CH:23]=1)=[O:16])=[O:12])=[O:7])(C)(C)C.Cl.C(OCC)(=O)C. (8) Given the product [CH3:9][C:4]1[CH:3]=[C:2]([O:16][C:10]2[CH:15]=[CH:14][CH:13]=[CH:12][CH:11]=2)[S:6][C:5]=1[CH:7]=[O:8], predict the reactants needed to synthesize it. The reactants are: Br[C:2]1[S:6][C:5]([CH:7]=[O:8])=[C:4]([CH3:9])[CH:3]=1.[C:10]1([OH:16])[CH:15]=[CH:14][CH:13]=[CH:12][CH:11]=1.C(=O)([O-])[O-].[Cs+].[Cs+].C(OCC)(=O)C.